Task: Predict which catalyst facilitates the given reaction.. Dataset: Catalyst prediction with 721,799 reactions and 888 catalyst types from USPTO (1) Reactant: [C:1]([O:5][C:6](=[O:19])[NH:7][C:8]1[CH:13]=[CH:12][C:11]([C:14]#[N:15])=[CH:10][C:9]=1[N+:16]([O-])=O)([CH3:4])([CH3:3])[CH3:2].C(N(CC)CC)C. Product: [C:1]([O:5][C:6](=[O:19])[NH:7][C:8]1[CH:13]=[CH:12][C:11]([C:14]#[N:15])=[CH:10][C:9]=1[NH2:16])([CH3:4])([CH3:2])[CH3:3]. The catalyst class is: 381. (2) Reactant: ClCCl.C([O-])(=O)C.[K+].[B:18]1([B:18]2[O:22][C:21]([CH3:24])([CH3:23])[C:20]([CH3:26])([CH3:25])[O:19]2)[O:22][C:21]([CH3:24])([CH3:23])[C:20]([CH3:26])([CH3:25])[O:19]1.Br[C:28]1[CH:29]=[C:30]([N:34]([CH3:39])[S:35]([CH3:38])(=[O:37])=[O:36])[CH:31]=[CH:32][CH:33]=1. Product: [CH3:39][N:34]([C:30]1[CH:31]=[CH:32][CH:33]=[C:28]([B:18]2[O:19][C:20]([CH3:25])([CH3:26])[C:21]([CH3:23])([CH3:24])[O:22]2)[CH:29]=1)[S:35]([CH3:38])(=[O:36])=[O:37]. The catalyst class is: 148. (3) Reactant: [CH:1]1([O:4][C:5]2[C:6]([N+:14]([O-])=O)=[C:7]([CH:11]=[CH:12][CH:13]=2)[C:8]([OH:10])=[O:9])[CH2:3][CH2:2]1. Product: [NH2:14][C:6]1[C:5]([O:4][CH:1]2[CH2:2][CH2:3]2)=[CH:13][CH:12]=[CH:11][C:7]=1[C:8]([OH:10])=[O:9]. The catalyst class is: 43.